Dataset: Forward reaction prediction with 1.9M reactions from USPTO patents (1976-2016). Task: Predict the product of the given reaction. Given the reactants [CH3:1][CH:2]([CH3:9])[CH2:3][CH2:4][CH2:5][CH2:6][CH2:7]I.C([O:14][C:15](=[O:36])[C:16]([S:19][C:20]1[S:21][CH:22]=[C:23]([CH2:25][CH2:26][NH:27][C:28]2[N:33]=[CH:32][C:31]([CH2:34][CH3:35])=[CH:30][N:29]=2)[N:24]=1)([CH3:18])[CH3:17])(C)(C)C.CC(C)CCCCCO.[BrH:46].C(O)(=O)C, predict the reaction product. The product is: [BrH:46].[CH2:34]([C:31]1[CH:30]=[N:29][C:28]([N:27]([CH2:7][CH2:6][CH2:5][CH2:4][CH2:3][CH:2]([CH3:9])[CH3:1])[CH2:26][CH2:25][C:23]2[N:24]=[C:20]([S:19][C:16]([CH3:17])([CH3:18])[C:15]([OH:36])=[O:14])[S:21][CH:22]=2)=[N:33][CH:32]=1)[CH3:35].